From a dataset of Full USPTO retrosynthesis dataset with 1.9M reactions from patents (1976-2016). Predict the reactants needed to synthesize the given product. (1) Given the product [Br:1][C:2]1[CH:7]=[CH:6][C:5]([CH:8]2[C:12](=[O:11])[CH:13]=[CH:14][CH:10]2[OH:19])=[C:4]([CH2:15][CH3:16])[CH:3]=1, predict the reactants needed to synthesize it. The reactants are: [Br:1][C:2]1[CH:7]=[CH:6][C:5]([CH:8]([C:10]2[O:11][CH:12]=[CH:13][CH:14]=2)O)=[C:4]([CH2:15][CH3:16])[CH:3]=1.CC(C)=[O:19]. (2) Given the product [C:43]([C@@H:21]([C:22]1[CH:27]=[CH:26][CH:25]=[CH:24][CH:23]=1)[N:12]([C@H:8]1[C:9]2[C:5](=[CH:4][C:3]([Cl:2])=[CH:11][CH:10]=2)[CH2:6][CH2:7]1)[C:13](=[O:20])[C:14]1[CH:19]=[CH:18][CH:17]=[CH:16][CH:15]=1)(=[O:45])[NH2:42].[C:43]([C@H:13]([C:14]1[CH:19]=[CH:18][CH:17]=[CH:16][CH:15]=1)[N:12]([C@H:8]1[C:9]2[C:5](=[CH:4][C:3]([Cl:2])=[CH:11][CH:10]=2)[CH2:6][CH2:7]1)[C:21](=[O:29])[C:22]1[CH:23]=[CH:24][CH:25]=[CH:26][CH:27]=1)(=[O:45])[NH2:42], predict the reactants needed to synthesize it. The reactants are: Cl.[Cl:2][C:3]1[CH:4]=[C:5]2[C:9](=[CH:10][CH:11]=1)[C@H:8]([NH2:12])[CH2:7][CH2:6]2.[CH:13](=[O:20])[C:14]1[CH:19]=[CH:18][CH:17]=[CH:16][CH:15]=1.[C:21]([OH:29])(=O)[C:22]1[CH:27]=[CH:26][CH:25]=[CH:24][CH:23]=1.C1(C2CCC([N+:42]#[C-:43])=CC2)C=CC=CC=1.C[OH:45]. (3) The reactants are: [NH:1]1[C:5]2[CH:6]=[CH:7][CH:8]=[CH:9][C:4]=2[N:3]=[C:2]1[CH:10]([O:19][CH:20]1[CH2:25][CH2:24][N:23]([CH3:26])[CH2:22][CH2:21]1)[C:11]1[CH:12]=[C:13]([CH:16]=[CH:17][CH:18]=1)[C:14]#N.[OH2:27]. Given the product [NH:1]1[C:5]2[CH:6]=[CH:7][CH:8]=[CH:9][C:4]=2[N:3]=[C:2]1[CH:10]([O:19][CH:20]1[CH2:25][CH2:24][N:23]([CH3:26])[CH2:22][CH2:21]1)[C:11]1[CH:12]=[C:13]([CH:16]=[CH:17][CH:18]=1)[CH:14]=[O:27], predict the reactants needed to synthesize it.